From a dataset of Reaction yield outcomes from USPTO patents with 853,638 reactions. Predict the reaction yield, written as a fraction of the theoretical maximum amount of product (1.0 means a 100% yield; for example, 0.34 means a 34% yield). (1) The reactants are [O:1]1CCO[CH:2]1[C:6]1[CH:7]=[C:8]([C:21]2[N:29]=[C:28]([CH3:30])[N:27]=[C:26]3[C:22]=2[N:23]=[CH:24][N:25]3[CH:31]2[CH2:36][CH2:35][CH2:34][CH2:33][O:32]2)[C:9]([NH:12][C:13]2[CH:14]=[N:15][C:16]([O:19][CH3:20])=[CH:17][CH:18]=2)=[N:10][CH:11]=1.Cl. The catalyst is O1CCCC1. The product is [CH3:20][O:19][C:16]1[N:15]=[CH:14][C:13]([NH:12][C:9]2[C:8]([C:21]3[N:29]=[C:28]([CH3:30])[N:27]=[C:26]4[C:22]=3[N:23]=[CH:24][N:25]4[CH:31]3[CH2:36][CH2:35][CH2:34][CH2:33][O:32]3)=[CH:7][C:6]([CH:2]=[O:1])=[CH:11][N:10]=2)=[CH:18][CH:17]=1. The yield is 0.610. (2) The reactants are [Cl:1][C:2]1[CH:3]=[C:4]([C:8]2[C:13]([O:14][CH3:15])=[CH:12][CH:11]=[C:10]([C:16]([C:18]3[CH:23]=[CH:22][C:21]([N:24]4[CH:28]=[N:27][N:26]=[N:25]4)=[CH:20][CH:19]=3)=O)[C:9]=2[F:29])[CH:5]=[CH:6][CH:7]=1.C([SiH](CC)CC)C.[OH-].[NH4+]. The catalyst is C(O)(C(F)(F)F)=O.O. The product is [Cl:1][C:2]1[CH:3]=[C:4]([C:8]2[C:13]([O:14][CH3:15])=[CH:12][CH:11]=[C:10]([CH2:16][C:18]3[CH:23]=[CH:22][C:21]([N:24]4[CH:28]=[N:27][N:26]=[N:25]4)=[CH:20][CH:19]=3)[C:9]=2[F:29])[CH:5]=[CH:6][CH:7]=1. The yield is 0.810. (3) The reactants are C([NH:5][S:6]([C:9]1[S:10][C:11]([C:14]2[N:15]=[CH:16][N:17]([C:19]3[N:24]=[C:23]([CH3:25])[CH:22]=[C:21]([C:26]4[CH:31]=[CH:30][C:29]([Cl:32])=[CH:28][CH:27]=4)[N:20]=3)[CH:18]=2)=[CH:12][CH:13]=1)(=[O:8])=[O:7])(C)(C)C.C(O)(C(F)(F)F)=O. The catalyst is ClCCl. The product is [Cl:32][C:29]1[CH:30]=[CH:31][C:26]([C:21]2[CH:22]=[C:23]([CH3:25])[N:24]=[C:19]([N:17]3[CH:18]=[C:14]([C:11]4[S:10][C:9]([S:6]([NH2:5])(=[O:8])=[O:7])=[CH:13][CH:12]=4)[N:15]=[CH:16]3)[N:20]=2)=[CH:27][CH:28]=1. The yield is 0.0200.